From a dataset of Forward reaction prediction with 1.9M reactions from USPTO patents (1976-2016). Predict the product of the given reaction. (1) Given the reactants Cl[C:2]1[CH:3]=[C:4]([CH:7]=[C:8]([NH:10][CH2:11][C:12]2[CH:17]=[CH:16][CH:15]=[C:14]([F:18])[CH:13]=2)[N:9]=1)[C:5]#[N:6].[Cl:19][C:20]1[C:21](B(O)O)=[CH:22][C:23]([F:26])=[N:24][CH:25]=1.C([O-])([O-])=O.[Na+].[Na+], predict the reaction product. The product is: [Cl:19][C:20]1[C:21]([C:2]2[CH:3]=[C:4]([C:5]#[N:6])[CH:7]=[C:8]([NH:10][CH2:11][C:12]3[CH:17]=[CH:16][CH:15]=[C:14]([F:18])[CH:13]=3)[N:9]=2)=[CH:22][C:23]([F:26])=[N:24][CH:25]=1. (2) The product is: [Cl:24][C:25]1[CH:26]=[C:27]([CH:28]=[N:40][C:1]([O:4][Si:11]([CH3:13])([CH3:12])[CH3:10])=[CH:2][CH3:3])[CH:30]=[CH:31][CH:32]=1. Given the reactants [C:1](Cl)(=[O:4])[CH2:2][CH3:3].C(Cl)(=O)C.[CH3:10][Si:11](N[Si:11]([CH3:13])([CH3:12])[CH3:10])([CH3:13])[CH3:12].C([Li])CCC.[Cl:24][C:25]1[CH:26]=[C:27]([CH:30]=[CH:31][CH:32]=1)[CH:28]=O.C[Si](Cl)(C)C.C([N:40](CC)CC)C, predict the reaction product. (3) The product is: [Cl:1][C:2]1[CH:3]=[C:4]([CH:10]([CH3:14])[C:11]([NH:29][CH2:28][C:27]2[C:22]([N:19]3[CH2:20][CH2:21][CH:16]([CH3:15])[CH2:17][CH2:18]3)=[N:23][C:24]([C:30]([F:33])([F:31])[F:32])=[CH:25][CH:26]=2)=[O:13])[CH:5]=[CH:6][C:7]=1[C:8]#[N:9]. Given the reactants [Cl:1][C:2]1[CH:3]=[C:4]([CH:10]([CH3:14])[C:11]([OH:13])=O)[CH:5]=[CH:6][C:7]=1[C:8]#[N:9].[CH3:15][CH:16]1[CH2:21][CH2:20][N:19]([C:22]2[C:27]([CH2:28][NH2:29])=[CH:26][CH:25]=[C:24]([C:30]([F:33])([F:32])[F:31])[N:23]=2)[CH2:18][CH2:17]1.C(N=C=NCCCN(C)C)C.ON1C2C=CC=CC=2N=N1.C(N(CC)CC)C, predict the reaction product. (4) Given the reactants [CH:1]1([CH2:5][C@H:6]([NH:9][C:10](=[O:26])[O:11][CH2:12][CH:13]2[C:25]3[CH:24]=[CH:23][CH:22]=[CH:21][C:20]=3[C:19]3[C:14]2=[CH:15][CH:16]=[CH:17][CH:18]=3)[CH:7]=[O:8])[CH2:4][CH2:3][CH2:2]1.[CH:27]1([N+:30]#[C-:31])[CH2:29][CH2:28]1.[CH3:32][C:33](O)=[O:34].CC[O:38]C(C)=O, predict the reaction product. The product is: [C:33]([O:8][CH:7]([C@@H:6]([NH:9][C:10]([O:11][CH2:12][CH:13]1[C:14]2[CH:15]=[CH:16][CH:17]=[CH:18][C:19]=2[C:20]2[C:25]1=[CH:24][CH:23]=[CH:22][CH:21]=2)=[O:26])[CH2:5][CH:1]1[CH2:4][CH2:3][CH2:2]1)[C:31]([NH:30][CH:27]1[CH2:29][CH2:28]1)=[O:38])(=[O:34])[CH3:32]. (5) Given the reactants C1(P(=O)(C2C=CC=CC=2)C2C=CC=CC=2)C=CC=CC=1.FC(F)(F)S(OS(C(F)(F)F)(=O)=O)(=O)=O.[CH3:36][S:37]([C:40]1[CH:45]=[CH:44][CH:43]=[CH:42][C:41]=1[S:46]([NH:49][C:50]1[CH:51]=[CH:52][CH:53]=[C:54]2[C:58]=1[NH:57][C:56]([C:59]([NH:61][CH2:62][CH2:63][S:64]C(C1C=CC=CC=1)(C1C=CC=CC=1)C1C=CC=CC=1)=O)=[CH:55]2)(=[O:48])=[O:47])(=[O:39])=[O:38], predict the reaction product. The product is: [S:64]1[CH2:63][CH2:62][N:61]=[C:59]1[C:56]1[NH:57][C:58]2[C:54]([CH:55]=1)=[CH:53][CH:52]=[CH:51][C:50]=2[NH:49][S:46]([C:41]1[CH:42]=[CH:43][CH:44]=[CH:45][C:40]=1[S:37]([CH3:36])(=[O:39])=[O:38])(=[O:48])=[O:47]. (6) Given the reactants Br[CH:2](Br)[C:3]1[C:8]([N+:9]([O-])=O)=[CH:7][C:6]([CH3:12])=[C:5]([O:13][CH3:14])[N:4]=1.C(N(CC)CC)C, predict the reaction product. The product is: [CH3:14][O:13][C:5]1[N:4]=[C:3]([CH3:2])[C:8]([NH2:9])=[CH:7][C:6]=1[CH3:12]. (7) Given the reactants [C:1]([O:5][C:6]([NH:8][C:9]1[CH:10]=[C:11]2[C:15](=[CH:16][CH:17]=1)[N:14]([C:18](=[O:38])[CH2:19][NH:20][C:21](=[O:37])[C@@H:22]([NH:27][C:28](=[O:36])[CH2:29][C:30]1[CH:35]=[CH:34][CH:33]=[CH:32][CH:31]=1)[C@@H:23]([CH3:26])[CH2:24][CH3:25])[C@H:13]([C:39]([OH:41])=O)[CH2:12]2)=[O:7])([CH3:4])([CH3:3])[CH3:2].[N:42]1[NH:43][N:44]=[N:45][C:46]=1[CH2:47][NH2:48].Cl, predict the reaction product. The product is: [CH3:26][C@@H:23]([CH2:24][CH3:25])[C@H:22]([NH:27][C:28](=[O:36])[CH2:29][C:30]1[CH:35]=[CH:34][CH:33]=[CH:32][CH:31]=1)[C:21]([NH:20][CH2:19][C:18]([N:14]1[C:15]2[C:11](=[CH:10][C:9]([NH:8][C:6](=[O:7])[O:5][C:1]([CH3:3])([CH3:4])[CH3:2])=[CH:17][CH:16]=2)[CH2:12][C@H:13]1[C:39](=[O:41])[NH:48][CH2:47][C:46]1[N:42]=[N:43][NH:44][N:45]=1)=[O:38])=[O:37].